The task is: Regression. Given two drug SMILES strings and cell line genomic features, predict the synergy score measuring deviation from expected non-interaction effect.. This data is from NCI-60 drug combinations with 297,098 pairs across 59 cell lines. (1) Drug 1: C1=C(C(=O)NC(=O)N1)F. Drug 2: C1=NC2=C(N1)C(=S)N=C(N2)N. Cell line: CAKI-1. Synergy scores: CSS=56.8, Synergy_ZIP=-4.95, Synergy_Bliss=-5.55, Synergy_Loewe=-3.71, Synergy_HSA=1.39. (2) Drug 1: CS(=O)(=O)C1=CC(=C(C=C1)C(=O)NC2=CC(=C(C=C2)Cl)C3=CC=CC=N3)Cl. Drug 2: C1=CC(=CC=C1CCCC(=O)O)N(CCCl)CCCl. Cell line: MALME-3M. Synergy scores: CSS=17.1, Synergy_ZIP=-0.533, Synergy_Bliss=2.95, Synergy_Loewe=-1.10, Synergy_HSA=2.26. (3) Drug 1: C1=CN(C=N1)CC(O)(P(=O)(O)O)P(=O)(O)O. Drug 2: B(C(CC(C)C)NC(=O)C(CC1=CC=CC=C1)NC(=O)C2=NC=CN=C2)(O)O. Cell line: SNB-75. Synergy scores: CSS=2.93, Synergy_ZIP=2.14, Synergy_Bliss=-1.49, Synergy_Loewe=-38.7, Synergy_HSA=-1.76. (4) Synergy scores: CSS=24.5, Synergy_ZIP=1.09, Synergy_Bliss=-1.76, Synergy_Loewe=-25.4, Synergy_HSA=-3.00. Cell line: SK-OV-3. Drug 2: C(=O)(N)NO. Drug 1: C1=CC(=CC=C1CCC2=CNC3=C2C(=O)NC(=N3)N)C(=O)NC(CCC(=O)O)C(=O)O.